From a dataset of NCI-60 drug combinations with 297,098 pairs across 59 cell lines. Regression. Given two drug SMILES strings and cell line genomic features, predict the synergy score measuring deviation from expected non-interaction effect. (1) Drug 1: CC1C(C(=O)NC(C(=O)N2CCCC2C(=O)N(CC(=O)N(C(C(=O)O1)C(C)C)C)C)C(C)C)NC(=O)C3=C4C(=C(C=C3)C)OC5=C(C(=O)C(=C(C5=N4)C(=O)NC6C(OC(=O)C(N(C(=O)CN(C(=O)C7CCCN7C(=O)C(NC6=O)C(C)C)C)C)C(C)C)C)N)C. Drug 2: CCN(CC)CCNC(=O)C1=C(NC(=C1C)C=C2C3=C(C=CC(=C3)F)NC2=O)C. Cell line: SK-MEL-5. Synergy scores: CSS=15.2, Synergy_ZIP=-7.94, Synergy_Bliss=-4.33, Synergy_Loewe=-24.8, Synergy_HSA=-4.65. (2) Drug 1: CC12CCC3C(C1CCC2O)C(CC4=C3C=CC(=C4)O)CCCCCCCCCS(=O)CCCC(C(F)(F)F)(F)F. Drug 2: CCN(CC)CCCC(C)NC1=C2C=C(C=CC2=NC3=C1C=CC(=C3)Cl)OC. Cell line: EKVX. Synergy scores: CSS=12.8, Synergy_ZIP=-4.52, Synergy_Bliss=-2.55, Synergy_Loewe=-11.5, Synergy_HSA=-2.92. (3) Drug 1: CCCCCOC(=O)NC1=NC(=O)N(C=C1F)C2C(C(C(O2)C)O)O. Drug 2: CC1=C2C(C(=O)C3(C(CC4C(C3C(C(C2(C)C)(CC1OC(=O)C(C(C5=CC=CC=C5)NC(=O)C6=CC=CC=C6)O)O)OC(=O)C7=CC=CC=C7)(CO4)OC(=O)C)O)C)OC(=O)C. Cell line: OVCAR-4. Synergy scores: CSS=22.6, Synergy_ZIP=2.60, Synergy_Bliss=1.50, Synergy_Loewe=-39.0, Synergy_HSA=-0.767.